From a dataset of Reaction yield outcomes from USPTO patents with 853,638 reactions. Predict the reaction yield, written as a fraction of the theoretical maximum amount of product (1.0 means a 100% yield; for example, 0.34 means a 34% yield). (1) The catalyst is CN(C)C=O. The product is [NH:43]1[C:42]([NH:41][C:31]([C:29]2[CH:30]=[C:17]3[NH:16][C:15]([C:12]4[CH:13]=[CH:14][C:9]([O:8][CH2:1][C:2]5[CH:3]=[CH:4][CH:5]=[CH:6][CH:7]=5)=[CH:10][CH:11]=4)=[C:20]([CH:21]4[CH2:22][CH2:23][CH2:24][CH2:25][CH2:26]4)[C:19](=[O:27])[N:18]3[N:28]=2)=[O:33])=[N:46][N:45]=[N:44]1. The yield is 0.350. The reactants are [CH2:1]([O:8][C:9]1[CH:14]=[CH:13][C:12]([C:15]2[NH:16][C:17]3[N:18]([N:28]=[C:29]([C:31]([OH:33])=O)[CH:30]=3)[C:19](=[O:27])[C:20]=2[CH:21]2[CH2:26][CH2:25][CH2:24][CH2:23][CH2:22]2)=[CH:11][CH:10]=1)[C:2]1[CH:7]=[CH:6][CH:5]=[CH:4][CH:3]=1.CN1CCOCC1.[NH2:41][C:42]1[NH:46][N:45]=[N:44][N:43]=1.C1CN([P+](ON2N=NC3C=CC=CC2=3)(N2CCCC2)N2CCCC2)CC1.F[P-](F)(F)(F)(F)F. (2) The reactants are [NH2:1][CH:2]([C:6]1[CH:11]=[CH:10][C:9]([Cl:12])=[CH:8][CH:7]=1)[C:3]([OH:5])=[O:4].[OH-].[Na+].[C:15](O[C:15]([O:17][C:18]([CH3:21])([CH3:20])[CH3:19])=[O:16])([O:17][C:18]([CH3:21])([CH3:20])[CH3:19])=[O:16]. The catalyst is C1COCC1.O. The product is [C:18]([O:17][C:15]([NH:1][CH:2]([C:6]1[CH:11]=[CH:10][C:9]([Cl:12])=[CH:8][CH:7]=1)[C:3]([OH:5])=[O:4])=[O:16])([CH3:21])([CH3:20])[CH3:19]. The yield is 0.940. (3) The reactants are C1(C)C=CC=CC=1.[CH2:8]([CH:11]([CH2:30][CH:31]=[CH2:32])[CH2:12][O:13][SiH2:14][C:15]1[CH:20]=[CH:19][C:18]([C:21]#[C:22]C(C)(O)CC(C)C)=[CH:17][CH:16]=1)[CH:9]=[CH2:10].[OH-].[Na+]. The catalyst is C(Cl)Cl. The product is [CH2:30]([CH:11]([CH2:8][CH:9]=[CH2:10])[CH2:12][O:13][SiH2:14][C:15]1[CH:20]=[CH:19][C:18]([C:21]#[CH:22])=[CH:17][CH:16]=1)[CH:31]=[CH2:32]. The yield is 0.0600. (4) The reactants are Br[C:2]1[CH:3]=[C:4]2[C:9](=[N:10][CH:11]=1)[N:8]([CH:12]1[CH2:14][CH2:13]1)[CH:7]=[C:6]([C:15]([O:17][CH2:18][CH3:19])=[O:16])[C:5]2=[O:20].[CH2:21]([NH:23][C:24](=[O:44])[NH:25][C:26]1[N:31]=[CH:30][C:29](B(O)O)=[C:28]([C:35]2[S:36][CH:37]=[C:38]([C:40]([F:43])([F:42])[F:41])[N:39]=2)[CH:27]=1)[CH3:22].C(=O)([O-])[O-].[Na+].[Na+]. The catalyst is CN(C)C=O. The product is [CH:12]1([N:8]2[C:9]3[C:4](=[CH:3][C:2]([C:29]4[CH:30]=[N:31][C:26]([NH:25][C:24](=[O:44])[NH:23][CH2:21][CH3:22])=[CH:27][C:28]=4[C:35]4[S:36][CH:37]=[C:38]([C:40]([F:43])([F:41])[F:42])[N:39]=4)=[CH:11][N:10]=3)[C:5](=[O:20])[C:6]([C:15]([O:17][CH2:18][CH3:19])=[O:16])=[CH:7]2)[CH2:14][CH2:13]1. The yield is 0.200. (5) The reactants are Cl.[C:2]([S:5][CH:6]1[CH2:11][CH2:10][NH:9][CH2:8][CH2:7]1)(=[O:4])[CH3:3].C(N(CC)CC)C.[F:19][C:20]([F:34])([F:33])[O:21][C:22]1[CH:32]=[CH:31][C:25](/[CH:26]=[CH:27]/[C:28](Cl)=[O:29])=[CH:24][CH:23]=1. The catalyst is ClCCl. The product is [C:2]([S:5][CH:6]1[CH2:11][CH2:10][N:9]([C:28](=[O:29])/[CH:27]=[CH:26]/[C:25]2[CH:24]=[CH:23][C:22]([O:21][C:20]([F:33])([F:34])[F:19])=[CH:32][CH:31]=2)[CH2:8][CH2:7]1)(=[O:4])[CH3:3]. The yield is 0.950. (6) The reactants are FC(F)(F)S(O[C:7]1[C:12]2[O:13][CH:14]([CH2:17][O:18][S:19]([C:22]3[CH:27]=[CH:26][C:25]([CH3:28])=[CH:24][CH:23]=3)(=[O:21])=[O:20])[CH2:15][O:16][C:11]=2[CH:10]=[CH:9][CH:8]=1)(=O)=O.[CH3:31][C:32]1[CH:37]=[CH:36][CH:35]=[C:34]([CH3:38])[C:33]=1B(O)O. No catalyst specified. The product is [CH3:31][C:32]1[CH:37]=[CH:36][CH:35]=[C:34]([CH3:38])[C:33]=1[C:7]1[C:12]2[O:13][CH:14]([CH2:17][O:18][S:19]([C:22]3[CH:27]=[CH:26][C:25]([CH3:28])=[CH:24][CH:23]=3)(=[O:21])=[O:20])[CH2:15][O:16][C:11]=2[CH:10]=[CH:9][CH:8]=1. The yield is 0.540. (7) The reactants are [C:1]1([CH:7]([C:13]2[CH:18]=[CH:17][CH:16]=[CH:15][CH:14]=2)[C@@H:8]([OH:12])[CH2:9][CH:10]=[CH2:11])[CH:6]=[CH:5][CH:4]=[CH:3][CH:2]=1.[H-].[Na+].[CH2:21](Br)[CH:22]=[CH2:23]. The catalyst is CN(C=O)C. The product is [C:13]1([CH:7]([C:1]2[CH:2]=[CH:3][CH:4]=[CH:5][CH:6]=2)[C@@H:8]([O:12][CH2:23][CH:22]=[CH2:21])[CH2:9][CH:10]=[CH2:11])[CH:14]=[CH:15][CH:16]=[CH:17][CH:18]=1. The yield is 0.850.